Dataset: Catalyst prediction with 721,799 reactions and 888 catalyst types from USPTO. Task: Predict which catalyst facilitates the given reaction. (1) Reactant: [Cl:1][C:2]1[CH:3]=[C:4]([C:8]2[C:13]([O:14][CH3:15])=[CH:12][CH:11]=[C:10]([CH2:16][C:17]3[CH:18]=[CH:19][C:20](F)=[N:21][CH:22]=3)[CH:9]=2)[CH:5]=[CH:6][CH:7]=1.[NH:24]1[CH2:28]CC[C@H:25]1[C:29]([OH:31])=[O:30].N12CCCN=C1CCCCC2. Product: [Cl:1][C:2]1[CH:3]=[C:4]([C:8]2[C:13]([O:14][CH3:15])=[CH:12][CH:11]=[C:10]([CH2:16][C:17]3[CH:18]=[CH:19][C:20]([N:24]([CH2:25][C:29]([OH:31])=[O:30])[CH3:28])=[N:21][CH:22]=3)[CH:9]=2)[CH:5]=[CH:6][CH:7]=1. The catalyst class is: 4. (2) Product: [C:1]([C:3]1[N:4]=[C:5]2[C:11]3[CH:12]=[CH:13][C:14]([C:16]([O:18][CH3:19])=[O:17])=[CH:15][C:10]=3[O:9][CH2:8][CH2:7][N:6]2[CH:20]=1)(=[O:22])[NH2:2]. Reactant: [C:1]([C:3]1[N:4]=[C:5]2[C:11]3[CH:12]=[CH:13][C:14]([C:16]([O:18][CH3:19])=[O:17])=[CH:15][C:10]=3[O:9][CH2:8][CH2:7][N:6]2[CH:20]=1)#[N:2].C(=O)([O-])[O-:22].[K+].[K+].OO. The catalyst class is: 58. (3) Reactant: [CH:1](/[C:9]1[CH:10]=[N:11][C:12]2[C:17]([CH:18]=1)=[C:16]1[CH:19]=[CH:20][CH:21]=[CH:22][C:15]1=[N:14][C:13]=2[NH2:23])=[CH:2]\[C:3]1[CH:8]=[CH:7][CH:6]=[CH:5][CH:4]=1.[H][H]. Product: [CH2:1]([C:9]1[CH:10]=[N:11][C:12]2[C:17]([CH:18]=1)=[C:16]1[CH:19]=[CH:20][CH:21]=[CH:22][C:15]1=[N:14][C:13]=2[NH2:23])[CH2:2][C:3]1[CH:4]=[CH:5][CH:6]=[CH:7][CH:8]=1. The catalyst class is: 407.